This data is from Reaction yield outcomes from USPTO patents with 853,638 reactions. The task is: Predict the reaction yield, written as a fraction of the theoretical maximum amount of product (1.0 means a 100% yield; for example, 0.34 means a 34% yield). (1) The reactants are [C:1]([NH:4][NH2:5])(N)=[NH:2].Cl.[CH:7]1([C:10]2[C:19]3[C:14](=[CH:15][CH:16]=[CH:17][CH:18]=3)[C:13]([N:20]=[C:21]=[S:22])=[CH:12][CH:11]=2)[CH2:9][CH2:8]1.C(N(C(C)C)CC)(C)C. The catalyst is CN(C=O)C. The product is [NH2:2][C:1]1[N:20]([C:13]2[C:14]3[C:19](=[CH:18][CH:17]=[CH:16][CH:15]=3)[C:10]([CH:7]3[CH2:9][CH2:8]3)=[CH:11][CH:12]=2)[C:21]([SH:22])=[N:5][N:4]=1. The yield is 0.490. (2) The reactants are [CH2:1]([NH:3][C:4]1[N:5]=[CH:6][C:7]2[C:16](=[O:17])[N:15]([CH2:18][C:19]3[CH:24]=[CH:23][C:22]([N+:25]([O-])=O)=[CH:21][CH:20]=3)[CH2:14][CH:13]3[N:9]([CH2:10][CH2:11][CH2:12]3)[C:8]=2[N:28]=1)[CH3:2].[H][H]. The catalyst is C(O)C.C1COCC1.[Pd]. The product is [NH2:25][C:22]1[CH:21]=[CH:20][C:19]([CH2:18][N:15]2[CH2:14][CH:13]3[N:9]([CH2:10][CH2:11][CH2:12]3)[C:8]3[N:28]=[C:4]([NH:3][CH2:1][CH3:2])[N:5]=[CH:6][C:7]=3[C:16]2=[O:17])=[CH:24][CH:23]=1. The yield is 0.900.